This data is from Forward reaction prediction with 1.9M reactions from USPTO patents (1976-2016). The task is: Predict the product of the given reaction. Given the reactants [CH2:1](Br)[C:2]1[CH:7]=[CH:6][CH:5]=[CH:4][CH:3]=1.C(=O)([O-])[O-].[K+].[K+].[NH:15]1[CH2:20][CH2:19][CH2:18][CH2:17][C@@H:16]1[CH2:21][OH:22], predict the reaction product. The product is: [CH2:1]([N:15]1[CH2:20][CH2:19][CH2:18][CH2:17][C@@H:16]1[CH2:21][OH:22])[C:2]1[CH:7]=[CH:6][CH:5]=[CH:4][CH:3]=1.